From a dataset of Aqueous solubility values for 9,982 compounds from the AqSolDB database. Regression/Classification. Given a drug SMILES string, predict its absorption, distribution, metabolism, or excretion properties. Task type varies by dataset: regression for continuous measurements (e.g., permeability, clearance, half-life) or binary classification for categorical outcomes (e.g., BBB penetration, CYP inhibition). For this dataset (solubility_aqsoldb), we predict Y. The Y is 0.928 log mol/L. The drug is CN(CC(=O)O)N=O.